From a dataset of Full USPTO retrosynthesis dataset with 1.9M reactions from patents (1976-2016). Predict the reactants needed to synthesize the given product. (1) Given the product [CH3:21][CH:22]1[CH2:23][CH2:24][N:25]([C:28]2[C:33]([CH2:34][NH:35][C:12]([NH:11][C:4]3[C:5]4[C:10](=[CH:9][CH:8]=[CH:7][CH:6]=4)[N:1]=[CH:2][CH:3]=3)=[O:20])=[CH:32][CH:31]=[C:30]([C:36]([F:39])([F:37])[F:38])[N:29]=2)[CH2:26][CH2:27]1, predict the reactants needed to synthesize it. The reactants are: [N:1]1[C:10]2[C:5](=[CH:6][CH:7]=[CH:8][CH:9]=2)[C:4]([NH:11][C:12](=[O:20])OC2C=CC=CC=2)=[CH:3][CH:2]=1.[CH3:21][CH:22]1[CH2:27][CH2:26][N:25]([C:28]2[C:33]([CH2:34][NH2:35])=[CH:32][CH:31]=[C:30]([C:36]([F:39])([F:38])[F:37])[N:29]=2)[CH2:24][CH2:23]1.C(N(CC)CC)C. (2) Given the product [Cl-:48].[NH2:40][C:41]1[C:42]([C:49]([NH:3][C@H:4]2[CH2:9][CH2:8][CH2:7][N+:6]([CH2:25][CH2:26][CH2:27][C:28]3[CH:33]=[CH:32][CH:31]=[C:30]([O:34][CH2:35][C:36]([O:38][CH3:39])=[O:37])[CH:29]=3)([CH2:10][CH2:11][CH2:12][C:13]3[CH:18]=[CH:17][CH:16]=[C:15]([O:19][CH2:20][C:21]([O:23][CH3:24])=[O:22])[CH:14]=3)[CH2:5]2)=[O:50])=[N:43][C:44]([Cl:48])=[C:45]([NH2:47])[N:46]=1, predict the reactants needed to synthesize it. The reactants are: Cl.[Cl-].[NH2:3][C@H:4]1[CH2:9][CH2:8][CH2:7][N+:6]([CH2:25][CH2:26][CH2:27][C:28]2[CH:33]=[CH:32][CH:31]=[C:30]([O:34][CH2:35][C:36]([O:38][CH3:39])=[O:37])[CH:29]=2)([CH2:10][CH2:11][CH2:12][C:13]2[CH:18]=[CH:17][CH:16]=[C:15]([O:19][CH2:20][C:21]([O:23][CH3:24])=[O:22])[CH:14]=2)[CH2:5]1.[NH2:40][C:41]1[C:42]([C:49](O)=[O:50])=[N:43][C:44]([Cl:48])=[C:45]([NH2:47])[N:46]=1.C(N(CC)C(C)C)(C)C.F[B-](F)(F)F.N1(OC(N(C)C)=[N+](C)C)C2C=CC=CC=2N=N1. (3) Given the product [CH2:1]([N:8]1[CH2:13][CH2:12][CH2:11][CH2:10][CH:9]1[CH2:14][Cl:18])[C:2]1[CH:7]=[CH:6][CH:5]=[CH:4][CH:3]=1, predict the reactants needed to synthesize it. The reactants are: [CH2:1]([N:8]1[CH2:13][CH2:12][CH2:11][CH2:10][CH:9]1[CH2:14]O)[C:2]1[CH:7]=[CH:6][CH:5]=[CH:4][CH:3]=1.S(Cl)([Cl:18])=O. (4) Given the product [Cl:16][C:4]1[C:3]([O:2][CH3:1])=[C:15]2[C:7]([C:8]3[CH:9]=[CH:10][N:11]=[CH:12][C:13]=3[NH:14]2)=[CH:6][CH:5]=1, predict the reactants needed to synthesize it. The reactants are: [CH3:1][O:2][C:3]1[CH:4]=[CH:5][CH:6]=[C:7]2[C:15]=1[NH:14][C:13]1[CH:12]=[N:11][CH:10]=[CH:9][C:8]2=1.[Cl:16]N1C(=O)CCC1=O. (5) Given the product [F:35][C:34]([F:37])([F:36])[CH:33]([OH:38])[CH2:32][NH:31][C:2]1[N:10]=[C:9]2[C:5]([N:6]=[CH:7][N:8]2[CH:11]([CH3:13])[CH3:12])=[C:4]([NH:14][CH2:15][C:16]2[CH:17]=[N:18][CH:19]=[CH:20][CH:21]=2)[N:3]=1, predict the reactants needed to synthesize it. The reactants are: F[C:2]1[N:10]=[C:9]2[C:5]([N:6]=[CH:7][N:8]2[CH:11]([CH3:13])[CH3:12])=[C:4]([NH:14][CH2:15][C:16]2[CH:17]=[N:18][CH:19]=[CH:20][CH:21]=2)[N:3]=1.CCN(C(C)C)C(C)C.[NH2:31][CH2:32][CH:33]([OH:38])[C:34]([F:37])([F:36])[F:35].N.FC(F)(F)C1CO1. (6) Given the product [CH3:22][C:12]1[CH:17]=[CH:16][C:15]([S:18]([NH2:3])(=[O:20])=[O:19])=[CH:14][CH:13]=1, predict the reactants needed to synthesize it. The reactants are: CC[N:3](C1C=CC=CC=1)CC.[C:12]1([CH3:22])[CH:17]=[CH:16][C:15]([S:18](Cl)(=[O:20])=[O:19])=[CH:14][CH:13]=1. (7) Given the product [O:1]1[C:5]2[CH:6]=[CH:7][C:8]([C:10]3[S:11][CH:12]=[C:13]([C:15]([NH:23][C:22]4[NH:18][N:19]=[C:20]([C:39]5[CH:38]=[CH:37][N:31]=[CH:35][CH:34]=5)[N:21]=4)=[O:17])[N:14]=3)=[CH:9][C:4]=2[CH2:3][CH2:2]1, predict the reactants needed to synthesize it. The reactants are: [O:1]1[C:5]2[CH:6]=[CH:7][C:8]([C:10]3[S:11][CH:12]=[C:13]([C:15]([OH:17])=O)[N:14]=3)=[CH:9][C:4]=2[CH2:3][CH2:2]1.[NH:18]1[C:22]([NH2:23])=[N:21][CH:20]=[N:19]1.F[P-](F)(F)(F)(F)F.[N:31]1(OC(N(C)C)=[N+](C)C)[C:35]2C=[CH:37][CH:38]=[CH:39][C:34]=2N=N1. (8) Given the product [NH2:2][CH2:1][C:3]1[CH:4]=[C:5]([NH:10][C:11]([NH:13][CH2:14][C:15]2[CH:16]=[C:17]3[C:21](=[CH:22][CH:23]=2)[C:20](=[O:24])[N:19]([CH:25]2[CH2:30][CH2:29][C:28](=[O:31])[NH:27][C:26]2=[O:32])[CH2:18]3)=[O:12])[CH:6]=[CH:7][C:8]=1[CH3:9], predict the reactants needed to synthesize it. The reactants are: [C:1]([C:3]1[CH:4]=[C:5]([NH:10][C:11]([NH:13][CH2:14][C:15]2[CH:16]=[C:17]3[C:21](=[CH:22][CH:23]=2)[C:20](=[O:24])[N:19]([CH:25]2[CH2:30][CH2:29][C:28](=[O:31])[NH:27][C:26]2=[O:32])[CH2:18]3)=[O:12])[CH:6]=[CH:7][C:8]=1[CH3:9])#[N:2].Cl.[H][H]. (9) Given the product [ClH:19].[NH2:2][CH2:3][CH2:4][CH:5]([C:9]1[CH:14]=[CH:13][CH:12]=[CH:11][CH:10]=1)[C:6]([O:8][CH3:15])=[O:7], predict the reactants needed to synthesize it. The reactants are: Cl.[NH2:2][CH2:3][CH2:4][CH:5]([C:9]1[CH:14]=[CH:13][CH:12]=[CH:11][CH:10]=1)[C:6]([OH:8])=[O:7].[CH3:15][Si]([Cl:19])(C)C.